Regression. Given two drug SMILES strings and cell line genomic features, predict the synergy score measuring deviation from expected non-interaction effect. From a dataset of Merck oncology drug combination screen with 23,052 pairs across 39 cell lines. (1) Drug 1: O=C(O)C1(Cc2cccc(Nc3nccs3)n2)CCC(Oc2cccc(Cl)c2F)CC1. Drug 2: CCC1(O)C(=O)OCc2c1cc1n(c2=O)Cc2cc3c(CN(C)C)c(O)ccc3nc2-1. Cell line: NCIH2122. Synergy scores: synergy=-12.9. (2) Drug 1: COc1cc(C2c3cc4c(cc3C(OC3OC5COC(C)OC5C(O)C3O)C3COC(=O)C23)OCO4)cc(OC)c1O. Drug 2: CC(C)CC(NC(=O)C(Cc1ccccc1)NC(=O)c1cnccn1)B(O)O. Synergy scores: synergy=-14.6. Cell line: SW837. (3) Drug 1: O=S1(=O)NC2(CN1CC(F)(F)F)C1CCC2Cc2cc(C=CCN3CCC(C(F)(F)F)CC3)ccc2C1. Drug 2: N.N.O=C(O)C1(C(=O)O)CCC1.[Pt]. Cell line: SKOV3. Synergy scores: synergy=5.64.